From a dataset of Forward reaction prediction with 1.9M reactions from USPTO patents (1976-2016). Predict the product of the given reaction. (1) Given the reactants ClC1C=CC=C(C(OO)=[O:9])C=1.[Cl:12][C:13]1[CH:21]=[CH:20][C:16]([C:17]([OH:19])=[O:18])=[CH:15][N:14]=1, predict the reaction product. The product is: [Cl:12][C:13]1[CH:21]=[CH:20][C:16]([C:17]([OH:19])=[O:18])=[CH:15][N+:14]=1[O-:9]. (2) The product is: [F:1][C:2]1[CH:3]=[CH:4][C:5]([CH:8]2[N:13]([C:22]([O:24][C:25]3[CH:26]=[CH:27][C:28]([N+:31]([O-:33])=[O:32])=[CH:29][CH:30]=3)=[O:23])[C:12]([O:14][CH3:15])=[N:11][C:10]([CH3:16])=[C:9]2[C:17]([O:19][CH3:20])=[O:18])=[CH:6][CH:7]=1. Given the reactants [F:1][C:2]1[CH:7]=[CH:6][C:5]([CH:8]2[NH:13][C:12]([O:14][CH3:15])=[N:11][C:10]([CH3:16])=[C:9]2[C:17]([O:19][CH3:20])=[O:18])=[CH:4][CH:3]=1.Cl[C:22]([O:24][C:25]1[CH:30]=[CH:29][C:28]([N+:31]([O-:33])=[O:32])=[CH:27][CH:26]=1)=[O:23], predict the reaction product.